From a dataset of Aqueous solubility values for 9,982 compounds from the AqSolDB database. Regression/Classification. Given a drug SMILES string, predict its absorption, distribution, metabolism, or excretion properties. Task type varies by dataset: regression for continuous measurements (e.g., permeability, clearance, half-life) or binary classification for categorical outcomes (e.g., BBB penetration, CYP inhibition). For this dataset (solubility_aqsoldb), we predict Y. (1) The compound is CCOC(=O)OCn1cnc2c1c(=O)n(C)c(=O)n2C. The Y is -1.86 log mol/L. (2) The molecule is CC(C)CCC1(CCO)C(=O)NC(=S)NC1=O. The Y is -2.56 log mol/L. (3) The drug is [2H]C(Cl)(Cl)Cl. The Y is -1.42 log mol/L. (4) The drug is CCCCCCOc1ccc(C(=NO)c2ccccc2)c(O)c1. The Y is -3.47 log mol/L. (5) The compound is CCNCC(O)c1cccc(O)c1. The Y is -3.45 log mol/L. (6) The drug is Nc1ccnc(=O)[nH]1. The Y is -1.14 log mol/L.